This data is from Full USPTO retrosynthesis dataset with 1.9M reactions from patents (1976-2016). The task is: Predict the reactants needed to synthesize the given product. (1) Given the product [Br:17][CH2:18][C:19]([NH:7][C:3]1[N:2]=[N:1][CH:6]=[CH:5][CH:4]=1)=[O:20], predict the reactants needed to synthesize it. The reactants are: [N:1]1[CH:6]=[CH:5][CH:4]=[C:3]([NH2:7])[N:2]=1.CCN(C(C)C)C(C)C.[Br:17][CH2:18][C:19](O[C:19](=[O:20])[CH2:18][Br:17])=[O:20]. (2) The reactants are: [CH2:1]([O:3][C:4]1[CH:12]=[C:11]2[C:7]([CH:8]=[N:9][NH:10]2)=[CH:6][C:5]=1[NH:13][C:14]1[C:15]2[C:22]3[CH2:23][CH2:24][CH:25]([C:27](O)=[O:28])[CH2:26][C:21]=3[S:20][C:16]=2[N:17]=[CH:18][N:19]=1)[CH3:2].[NH:30]1[CH2:34][CH2:33][CH:32]([C:35]#[N:36])[CH2:31]1. Given the product [CH2:1]([O:3][C:4]1[CH:12]=[C:11]2[C:7]([CH:8]=[N:9][NH:10]2)=[CH:6][C:5]=1[NH:13][C:14]1[C:15]2[C:22]3[CH2:23][CH2:24][CH:25]([C:27]([N:30]4[CH2:34][CH2:33][CH:32]([C:35]#[N:36])[CH2:31]4)=[O:28])[CH2:26][C:21]=3[S:20][C:16]=2[N:17]=[CH:18][N:19]=1)[CH3:2], predict the reactants needed to synthesize it.